From a dataset of Forward reaction prediction with 1.9M reactions from USPTO patents (1976-2016). Predict the product of the given reaction. (1) Given the reactants [NH2:1][C:2]1[C:3]([C:8]([NH:10][C:11]2[CH:16]=[CH:15][CH:14]=[C:13]([S:17]([N:20]3[C:29]4[C:24](=[CH:25][CH:26]=[CH:27][CH:28]=4)[CH2:23][CH2:22][CH2:21]3)(=[O:19])=[O:18])[CH:12]=2)=[O:9])=[N:4][CH:5]=[CH:6][N:7]=1.ClC(Cl)C.Cl[C:35](Cl)([O:37]C(=O)OC(Cl)(Cl)Cl)Cl.C(O)C(N)(CO)CO, predict the reaction product. The product is: [N:20]1([S:17]([C:13]2[CH:12]=[C:11]([N:10]3[C:8](=[O:9])[C:3]4[C:2](=[N:7][CH:6]=[CH:5][N:4]=4)[NH:1][C:35]3=[O:37])[CH:16]=[CH:15][CH:14]=2)(=[O:19])=[O:18])[C:29]2[C:24](=[CH:25][CH:26]=[CH:27][CH:28]=2)[CH2:23][CH2:22][CH2:21]1. (2) The product is: [CH2:49]([NH:56][C:38]([C:35]1([CH2:41][C:42]2[CH:43]=[CH:44][C:45]([F:48])=[CH:46][CH:47]=2)[CH2:34][CH2:33][NH:32][CH2:37][CH2:36]1)=[O:40])[C:50]1[CH:55]=[CH:54][CH:53]=[CH:52][CH:51]=1.[NH3:1]. Given the reactants [N:1]1C=CC=C(CNC(C2(CC3C=CC=CC=3)CCNCC2)=O)C=1.Cl.C(OC([N:32]1[CH2:37][CH2:36][C:35]([CH2:41][C:42]2[CH:47]=[CH:46][C:45]([F:48])=[CH:44][CH:43]=2)([C:38]([OH:40])=O)[CH2:34][CH2:33]1)=O)(C)(C)C.[CH2:49]([NH2:56])[C:50]1[CH:55]=[CH:54][CH:53]=[CH:52][CH:51]=1, predict the reaction product. (3) Given the reactants [Cl:1][C:2]1[C:10]([N+:11]([O-:13])=[O:12])=[CH:9][CH:8]=[CH:7][C:3]=1[C:4]([OH:6])=[O:5].[CH3:14]C1C=CC(S(O)(=O)=O)=CC=1, predict the reaction product. The product is: [Cl:1][C:2]1[C:10]([N+:11]([O-:13])=[O:12])=[CH:9][CH:8]=[CH:7][C:3]=1[C:4]([O:6][CH3:14])=[O:5]. (4) Given the reactants [C:1]([O:5][C:6]([N:8]1[CH2:13][CH2:12][N:11]([CH2:14][CH2:15][CH2:16][OH:17])[CH2:10][CH2:9]1)=[O:7])([CH3:4])([CH3:3])[CH3:2].[F:18][C:19]1[C:27]([O:28][C:29]2[C:38]3[C:33](=[CH:34][C:35](O)=[C:36]([O:39][CH3:40])[CH:37]=3)[N:32]=[CH:31][N:30]=2)=[CH:26][CH:25]=[C:24]2[C:20]=1[CH:21]=[C:22]([CH3:42])[NH:23]2, predict the reaction product. The product is: [F:18][C:19]1[C:27]([O:28][C:29]2[C:38]3[C:33](=[CH:34][C:35]([O:17][CH2:16][CH2:15][CH2:14][N:11]4[CH2:10][CH2:9][N:8]([C:6]([O:5][C:1]([CH3:4])([CH3:3])[CH3:2])=[O:7])[CH2:13][CH2:12]4)=[C:36]([O:39][CH3:40])[CH:37]=3)[N:32]=[CH:31][N:30]=2)=[CH:26][CH:25]=[C:24]2[C:20]=1[CH:21]=[C:22]([CH3:42])[NH:23]2.